Regression. Given two drug SMILES strings and cell line genomic features, predict the synergy score measuring deviation from expected non-interaction effect. From a dataset of NCI-60 drug combinations with 297,098 pairs across 59 cell lines. (1) Drug 1: CC1CCCC2(C(O2)CC(NC(=O)CC(C(C(=O)C(C1O)C)(C)C)O)C(=CC3=CSC(=N3)C)C)C. Drug 2: COCCOC1=C(C=C2C(=C1)C(=NC=N2)NC3=CC=CC(=C3)C#C)OCCOC.Cl. Cell line: T-47D. Synergy scores: CSS=61.8, Synergy_ZIP=19.0, Synergy_Bliss=28.6, Synergy_Loewe=0.354, Synergy_HSA=9.59. (2) Drug 1: C1CCC(C1)C(CC#N)N2C=C(C=N2)C3=C4C=CNC4=NC=N3. Drug 2: C1=CC(=CC=C1CC(C(=O)O)N)N(CCCl)CCCl.Cl. Cell line: HOP-92. Synergy scores: CSS=19.7, Synergy_ZIP=-3.32, Synergy_Bliss=4.94, Synergy_Loewe=2.86, Synergy_HSA=5.12. (3) Drug 1: CNC(=O)C1=CC=CC=C1SC2=CC3=C(C=C2)C(=NN3)C=CC4=CC=CC=N4. Drug 2: C#CCC(CC1=CN=C2C(=N1)C(=NC(=N2)N)N)C3=CC=C(C=C3)C(=O)NC(CCC(=O)O)C(=O)O. Cell line: ACHN. Synergy scores: CSS=0.978, Synergy_ZIP=-0.592, Synergy_Bliss=-1.34, Synergy_Loewe=-3.93, Synergy_HSA=-2.86.